From a dataset of Forward reaction prediction with 1.9M reactions from USPTO patents (1976-2016). Predict the product of the given reaction. Given the reactants Cl[CH2:2][C:3]1[N:8]=[C:7]([C:9]2[CH:14]=[C:13]([N:15]([CH3:17])[CH3:16])[CH:12]=[CH:11][N:10]=2)[CH:6]=[C:5]([OH:18])[CH:4]=1.[CH3:19][NH:20][CH2:21][C:22]1[CH:27]=[C:26]([N:28]2[CH:32]=[CH:31][CH:30]=[CH:29]2)[CH:25]=[CH:24][N:23]=1.C(N(CC)CC)C, predict the reaction product. The product is: [CH3:16][N:15]([CH3:17])[C:13]1[CH:12]=[CH:11][N:10]=[C:9]([C:7]2[CH:6]=[C:5]([OH:18])[CH:4]=[C:3]([CH2:2][N:20]([CH3:19])[CH2:21][C:22]3[CH:27]=[C:26]([N:28]4[CH:32]=[CH:31][CH:30]=[CH:29]4)[CH:25]=[CH:24][N:23]=3)[N:8]=2)[CH:14]=1.